Dataset: Reaction yield outcomes from USPTO patents with 853,638 reactions. Task: Predict the reaction yield, written as a fraction of the theoretical maximum amount of product (1.0 means a 100% yield; for example, 0.34 means a 34% yield). (1) The reactants are C1(P(C2C=CC=CC=2)C2C=CC=CC=2)C=CC=CC=1.N1C=CN=C1.[I:25]I.O[CH2:28][CH2:29][C@H:30]1[CH2:34][O:33][C:32]([CH3:36])([CH3:35])[O:31]1.S([O-])([O-])(=O)=S.[Na+].[Na+]. The product is [I:25][CH2:28][CH2:29][C@H:30]1[CH2:34][O:33][C:32]([CH3:36])([CH3:35])[O:31]1. The yield is 0.920. The catalyst is C(OCC)C.C(#N)C. (2) The reactants are [F:1][C:2]1[CH:7]=[CH:6][C:5]([C@H:8]([CH3:11])[CH2:9]O)=[CH:4][CH:3]=1.[C:12]1(=[O:22])[NH:16][C:15](=[O:17])[C:14]2=[CH:18][CH:19]=[CH:20][CH:21]=[C:13]12.C1(P(C2C=CC=CC=2)C2C=CC=CC=2)C=CC=CC=1. The catalyst is C1COCC1. The product is [F:1][C:2]1[CH:7]=[CH:6][C:5]([C@H:8]([CH3:11])[CH2:9][N:16]2[C:12](=[O:22])[C:13]3[C:14](=[CH:18][CH:19]=[CH:20][CH:21]=3)[C:15]2=[O:17])=[CH:4][CH:3]=1. The yield is 0.590. (3) The reactants are [F:1][C:2]1[CH:3]=[C:4]([C:20]2[C:21]([C:26]#[N:27])=[CH:22][CH:23]=[CH:24][CH:25]=2)[CH:5]=[CH:6][C:7]=1[CH2:8][C:9]1[C:14](=[O:15])[NH:13][C:12]([CH3:16])=[N:11][C:10]=1[CH2:17][CH2:18][CH3:19].[CH3:28][C:29]1([CH3:41])[CH2:33][C:32]2[CH:34]=[C:35](B(O)O)[CH:36]=[CH:37][C:31]=2[O:30]1.N1C=CC=CC=1.C(N(CC)CC)C. The catalyst is C(OCC)(=O)C.C([O-])(=O)C.[Cu+2].C([O-])(=O)C.ClCCl. The product is [CH3:28][C:29]1([CH3:41])[CH2:33][C:32]2[CH:34]=[C:35]([N:13]3[C:14](=[O:15])[C:9]([CH2:8][C:7]4[CH:6]=[CH:5][C:4]([C:20]5[C:21]([C:26]#[N:27])=[CH:22][CH:23]=[CH:24][CH:25]=5)=[CH:3][C:2]=4[F:1])=[C:10]([CH2:17][CH2:18][CH3:19])[N:11]=[C:12]3[CH3:16])[CH:36]=[CH:37][C:31]=2[O:30]1. The yield is 0.700. (4) The reactants are [Br:1][C:2]1[CH:31]=[C:30]([F:32])[CH:29]=[CH:28][C:3]=1[O:4][C:5]1[C:6]([NH:20]C(=O)OC(C)(C)C)=[N:7][CH:8]=[C:9]([S:11][C:12]2[CH:17]=[CH:16][CH:15]=[C:14]([O:18][CH3:19])[CH:13]=2)[CH:10]=1.C(Cl)Cl.CO.Cl. The catalyst is O1CCOCC1. The product is [Br:1][C:2]1[CH:31]=[C:30]([F:32])[CH:29]=[CH:28][C:3]=1[O:4][C:5]1[C:6]([NH2:20])=[N:7][CH:8]=[C:9]([S:11][C:12]2[CH:17]=[CH:16][CH:15]=[C:14]([O:18][CH3:19])[CH:13]=2)[CH:10]=1. The yield is 1.09. (5) The catalyst is O1CCCC1.C(O)C. The reactants are [F:1][C:2]([F:17])([F:16])[O:3][C:4]1[CH:15]=[CH:14][C:7]([CH:8]=[C:9]([C:12]#[N:13])[C:10]#[N:11])=[CH:6][CH:5]=1.[BH4-].[Na+].Cl. The product is [F:1][C:2]([F:16])([F:17])[O:3][C:4]1[CH:5]=[CH:6][C:7]([CH2:8][CH:9]([C:12]#[N:13])[C:10]#[N:11])=[CH:14][CH:15]=1. The yield is 0.830. (6) The reactants are OC1C=CC(CNC(=O)C2C=CC(NC3C4N(C=CN=4)C(C4C=NNC=4)=CN=3)=CC=2)=CC=1.[Br:33][C:34]1[N:39]2[CH:40]=[CH:41][N:42]=[C:38]2[C:37](Br)=[N:36][CH:35]=1.[CH3:44][N:45]1[N:49]=[N:48][C:47]([C:50]2[CH:55]=[CH:54][C:53]([NH2:56])=[CH:52][CH:51]=2)=[N:46]1.CC([O-])(C)C.[Na+].CC1(C)C2C(=C(P(C3C=CC=CC=3)C3C=CC=CC=3)C=CC=2)OC2C(P(C3C=CC=CC=3)C3C=CC=CC=3)=CC=CC1=2. The catalyst is C1C=CC(/C=C/C(/C=C/C2C=CC=CC=2)=O)=CC=1.C1C=CC(/C=C/C(/C=C/C2C=CC=CC=2)=O)=CC=1.C1C=CC(/C=C/C(/C=C/C2C=CC=CC=2)=O)=CC=1.[Pd].[Pd].C1(C)C=CC=CC=1. The product is [Br:33][C:34]1[N:39]2[CH:40]=[CH:41][N:42]=[C:38]2[C:37]([NH:56][C:53]2[CH:54]=[CH:55][C:50]([C:47]3[N:48]=[N:49][N:45]([CH3:44])[N:46]=3)=[CH:51][CH:52]=2)=[N:36][CH:35]=1. The yield is 0.440.